Dataset: Full USPTO retrosynthesis dataset with 1.9M reactions from patents (1976-2016). Task: Predict the reactants needed to synthesize the given product. (1) Given the product [CH:1]1([N:4]([CH2:39][C:40]2[CH:45]=[C:44]([CH2:46][CH2:47][CH2:48][O:49][CH3:50])[CH:43]=[C:42]([O:51][CH2:53][CH2:54][O:55][CH:56]3[CH2:58][CH2:57]3)[CH:41]=2)[C:5]([C@@H:7]2[C@@H:12]([C:13]3[CH:14]=[CH:15][C:16]([O:19][CH2:20][CH2:21][O:22][C:23]4[C:28]([Cl:29])=[CH:27][C:26]([CH3:30])=[CH:25][C:24]=4[Cl:31])=[CH:17][CH:18]=3)[CH2:11][CH2:10][N:9]([C:32]([O:34][C:35]([CH3:38])([CH3:37])[CH3:36])=[O:33])[CH2:8]2)=[O:6])[CH2:3][CH2:2]1, predict the reactants needed to synthesize it. The reactants are: [CH:1]1([N:4]([CH2:39][C:40]2[CH:45]=[C:44]([CH2:46][CH2:47][CH2:48][O:49][CH3:50])[CH:43]=[C:42]([OH:51])[CH:41]=2)[C:5]([C@@H:7]2[C@@H:12]([C:13]3[CH:18]=[CH:17][C:16]([O:19][CH2:20][CH2:21][O:22][C:23]4[C:28]([Cl:29])=[CH:27][C:26]([CH3:30])=[CH:25][C:24]=4[Cl:31])=[CH:15][CH:14]=3)[CH2:11][CH2:10][N:9]([C:32]([O:34][C:35]([CH3:38])([CH3:37])[CH3:36])=[O:33])[CH2:8]2)=[O:6])[CH2:3][CH2:2]1.Cl[CH2:53][CH2:54][O:55][CH:56]1[CH2:58][CH2:57]1.C(=O)([O-])[O-].[Cs+].[Cs+]. (2) Given the product [N:25]([CH2:2][CH2:3][CH2:4][S:5]([O:8][CH2:9][C:10]([CH3:24])([CH3:23])[C@@H:11]([OH:22])[C:12]([O:14][CH2:15][C:16]1[CH:17]=[N:18][CH:19]=[CH:20][CH:21]=1)=[O:13])(=[O:7])=[O:6])=[N+:26]=[N-:27], predict the reactants needed to synthesize it. The reactants are: Cl[CH2:2][CH2:3][CH2:4][S:5]([O:8][CH2:9][C:10]([CH3:24])([CH3:23])[C@@H:11]([OH:22])[C:12]([O:14][CH2:15][C:16]1[CH:17]=[N:18][CH:19]=[CH:20][CH:21]=1)=[O:13])(=[O:7])=[O:6].[N-:25]=[N+:26]=[N-:27].[Na+]. (3) Given the product [CH2:41]([NH:49][C:16]([C:3]1[C:2](=[O:1])[N:7]2[CH2:8][CH2:9][C:10]3[C:15]([C:6]2=[CH:5][CH:4]=1)=[CH:14][CH:13]=[CH:12][CH:11]=3)=[O:18])[CH2:42][C:43]1[CH:48]=[CH:47][CH:46]=[CH:45][CH:44]=1, predict the reactants needed to synthesize it. The reactants are: [O:1]=[C:2]1[N:7]2[CH2:8][CH2:9][C:10]3[C:15]([C:6]2=[CH:5][CH:4]=[C:3]1[C:16]([OH:18])=O)=[CH:14][CH:13]=[CH:12][CH:11]=3.Cl.C(N=C=NCCCN(C)C)C.ON1C2C=CC=CC=2N=N1.[CH2:41]([NH2:49])[CH2:42][C:43]1[CH:48]=[CH:47][CH:46]=[CH:45][CH:44]=1. (4) Given the product [C:9]([NH:18][CH2:17][CH2:16][NH2:19])([O:11][C:12]([CH3:13])([CH3:14])[CH3:15])=[O:10], predict the reactants needed to synthesize it. The reactants are: [C:9](O[C:9]([O:11][C:12]([CH3:15])([CH3:14])[CH3:13])=[O:10])([O:11][C:12]([CH3:15])([CH3:14])[CH3:13])=[O:10].[CH2:16]([NH2:19])[CH2:17][NH2:18]. (5) Given the product [CH3:1][O:2][P:3]([CH2:7][CH2:8][C@@H:9]([OH:23])[CH2:10][C@@H:11]([OH:22])[CH2:12][N:13]([O:14][CH2:15][C:16]1[CH:17]=[CH:18][CH:19]=[CH:20][CH:21]=1)[CH:26]=[O:27])(=[O:6])[O:4][CH3:5], predict the reactants needed to synthesize it. The reactants are: [CH3:1][O:2][P:3]([CH2:7][CH2:8][C@@H:9]([OH:23])[CH2:10][C@@H:11]([OH:22])[CH2:12][NH:13][O:14][CH2:15][C:16]1[CH:21]=[CH:20][CH:19]=[CH:18][CH:17]=1)(=[O:6])[O:4][CH3:5].FC(F)(F)[CH2:26][O:27]C=O. (6) Given the product [OH:8][C:9]1[CH:38]=[CH:37][C:36]([C:39]2[CH:40]=[N:41][CH:42]=[CH:43][CH:44]=2)=[CH:35][C:10]=1[C:11]([NH:13][C:14]1[CH:26]=[C:25]([C:27]2[CH:32]=[CH:31][CH:30]=[CH:29][C:28]=2[O:33][CH3:34])[CH:24]=[CH:23][C:15]=1[C:16]([OH:18])=[O:17])=[O:12], predict the reactants needed to synthesize it. The reactants are: FC(F)(F)C(O)=O.[OH:8][C:9]1[CH:38]=[CH:37][C:36]([C:39]2[CH:40]=[N:41][CH:42]=[CH:43][CH:44]=2)=[CH:35][C:10]=1[C:11]([NH:13][C:14]1[CH:26]=[C:25]([C:27]2[CH:32]=[CH:31][CH:30]=[CH:29][C:28]=2[O:33][CH3:34])[CH:24]=[CH:23][C:15]=1[C:16]([O:18]C(C)(C)C)=[O:17])=[O:12]. (7) Given the product [CH2:18]([C:20]1[N:21]([CH2:34][C:35]#[C:36][C:2]2[CH:7]=[CH:6][C:5]([N+:8]([O-:10])=[O:9])=[CH:4][CH:3]=2)[C:22]2[C:31]3[CH:30]=[CH:29][CH:28]=[CH:27][C:26]=3[N:25]=[CH:24][C:23]=2[N:33]=1)[CH3:19], predict the reactants needed to synthesize it. The reactants are: I[C:2]1[CH:7]=[CH:6][C:5]([N+:8]([O-:10])=[O:9])=[CH:4][CH:3]=1.C(N(CC)CC)C.[CH2:18]([C:20]1[N:21]([CH2:34][C:35]#[CH:36])[C:22]2[C:31]3[CH:30]=[CH:29][CH:28]=[CH:27][C:26]=3[N:25]=[C:24](N)[C:23]=2[N:33]=1)[CH3:19]. (8) The reactants are: [Li+].[OH-].C[O:4][C:5](=[O:23])[C:6]1[CH:11]=[C:10]([CH3:12])[CH:9]=[CH:8][C:7]=1[S:13][C:14]1[C:15]2[CH:22]=[CH:21][CH:20]=[CH:19][C:16]=2[S:17][CH:18]=1.C1COCC1.O.O. Given the product [S:17]1[CH:18]=[C:14]([S:13][C:7]2[CH:8]=[CH:9][C:10]([CH3:12])=[CH:11][C:6]=2[C:5]([OH:23])=[O:4])[C:15]2[CH:22]=[CH:21][CH:20]=[CH:19][C:16]1=2, predict the reactants needed to synthesize it. (9) The reactants are: [Br:1][C:2]1[C:11]2[C:6](=[CH:7][CH:8]=[C:9]([O:12][CH3:13])[CH:10]=2)[C:5]([O:14][CH:15]2[CH2:32][CH:31]3[N:17]([C:18](=[O:38])[N:19]([CH3:37])[CH2:20][CH2:21][CH2:22][CH2:23][CH:24]=[CH:25][CH:26]4[C:28]([C:34]([OH:36])=O)([NH:29][C:30]3=[O:33])[CH2:27]4)[CH2:16]2)=[N:4][CH:3]=1.ClC1N=C(OC2CC3N(C(=O)N(C)CCCCC=CC4C(C([NH:74][S:75]([CH:78]5[CH2:80][CH2:79]5)(=[O:77])=[O:76])=O)(NC3=O)C4)C2)C2C(C=1)=CC(OC)=CC=2. Given the product [Br:1][C:2]1[C:11]2[C:6](=[CH:7][CH:8]=[C:9]([O:12][CH3:13])[CH:10]=2)[C:5]([O:14][CH:15]2[CH2:32][CH:31]3[N:17]([C:18](=[O:38])[N:19]([CH3:37])[CH2:20][CH2:21][CH2:22][CH2:23][CH:24]=[CH:25][CH:26]4[C:28]([C:34]([NH:74][S:75]([CH:78]5[CH2:80][CH2:79]5)(=[O:77])=[O:76])=[O:36])([NH:29][C:30]3=[O:33])[CH2:27]4)[CH2:16]2)=[N:4][CH:3]=1, predict the reactants needed to synthesize it.